Predict which catalyst facilitates the given reaction. From a dataset of Catalyst prediction with 721,799 reactions and 888 catalyst types from USPTO. (1) Reactant: C(N(CC)CC)C.[CH3:8][O:9][C:10]1[C:15]([O:16][CH3:17])=[C:14]([O:18][CH3:19])[CH:13]=[C:12]([CH3:20])[C:11]=1[CH:21]([C:23]1[C:28]([C:29]([F:32])([F:31])[F:30])=[C:27]([Cl:33])[N:26]=[C:25](Cl)[C:24]=1[Cl:35])[OH:22]. Product: [CH3:8][O:9][C:10]1[C:15]([O:16][CH3:17])=[C:14]([O:18][CH3:19])[CH:13]=[C:12]([CH3:20])[C:11]=1[CH:21]([C:23]1[C:24]([Cl:35])=[CH:25][N:26]=[C:27]([Cl:33])[C:28]=1[C:29]([F:30])([F:32])[F:31])[OH:22]. The catalyst class is: 129. (2) Reactant: [CH3:1][O-].[Na+].[F:4][CH2:5][CH2:6][O:7][CH2:8][CH2:9][O:10][CH2:11][CH2:12][O:13][C:14]1[CH:15]=[C:16]2[C:21](=[CH:22][CH:23]=1)[CH:20]=[C:19]([C:24]1[CH:29]=[CH:28][C:27]([NH2:30])=[CH:26][CH:25]=1)[CH:18]=[CH:17]2.C=O.[BH4-].[Na+]. Product: [F:4][CH2:5][CH2:6][O:7][CH2:8][CH2:9][O:10][CH2:11][CH2:12][O:13][C:14]1[CH:15]=[C:16]2[C:21](=[CH:22][CH:23]=1)[CH:20]=[C:19]([C:24]1[CH:29]=[CH:28][C:27]([NH:30][CH3:1])=[CH:26][CH:25]=1)[CH:18]=[CH:17]2. The catalyst class is: 5. (3) Reactant: Cl.CCOCC.[O:7]=[C:8]1[CH2:17][CH2:16][C:15]2[C:10](=[CH:11][C:12]([O:18][CH:19]3[CH2:24][CH2:23][N:22](C(OC(C)(C)C)=O)[CH2:21][CH2:20]3)=[CH:13][CH:14]=2)[NH:9]1. Product: [NH:22]1[CH2:21][CH2:20][CH:19]([O:18][C:12]2[CH:11]=[C:10]3[C:15]([CH2:16][CH2:17][C:8](=[O:7])[NH:9]3)=[CH:14][CH:13]=2)[CH2:24][CH2:23]1. The catalyst class is: 4. (4) Product: [N+:1]([C:4]1[CH:9]=[CH:8][C:7]([NH:17][C@H:14]2[CH2:15][CH2:16][C@H:11]([NH2:18])[CH2:12][CH2:13]2)=[CH:6][CH:5]=1)([O-:3])=[O:2]. The catalyst class is: 80. Reactant: [N+:1]([C:4]1[CH:9]=[CH:8][C:7](F)=[CH:6][CH:5]=1)([O-:3])=[O:2].[C@H:11]1([NH2:18])[CH2:16][CH2:15][C@H:14]([NH2:17])[CH2:13][CH2:12]1.C(=O)([O-])[O-].[K+].[K+].